From a dataset of Reaction yield outcomes from USPTO patents with 853,638 reactions. Predict the reaction yield, written as a fraction of the theoretical maximum amount of product (1.0 means a 100% yield; for example, 0.34 means a 34% yield). (1) The yield is 0.350. The catalyst is C(#N)C. The reactants are O1CCN(C([O-])=O)S1=O.[O:10]=[S:11](Cl)Cl.[OH:14][CH2:15][C@@H:16]([NH:28][C:29](=[O:35])[O:30][C:31]([CH3:34])([CH3:33])[CH3:32])[CH2:17][N:18]1[CH2:23][CH2:22][CH:21]([C:24]([F:27])([F:26])[F:25])[CH2:20][CH2:19]1.N1C=CC=CC=1. The product is [F:26][C:24]([F:25])([F:27])[CH:21]1[CH2:22][CH2:23][N:18]([CH2:17][C@H:16]2[CH2:15][O:14][S:11](=[O:10])[N:28]2[C:29]([O:30][C:31]([CH3:32])([CH3:34])[CH3:33])=[O:35])[CH2:19][CH2:20]1. (2) The reactants are [C:1]([O:5][C:6]([N:8]([C:16]1[C:17]([CH3:40])([CH3:39])[S:18](=[O:38])(=[O:37])[C:19]([CH2:34][CH2:35][OH:36])([CH3:33])[C@:20]([C:23]2[CH:28]=[C:27]([N+:29]([O-:31])=[O:30])[CH:26]=[CH:25][C:24]=2F)([CH3:22])[N:21]=1)[C:9](=[O:15])[O:10][C:11]([CH3:14])([CH3:13])[CH3:12])=[O:7])([CH3:4])([CH3:3])[CH3:2].C(=O)([O-])[O-].[Cs+].[Cs+]. The catalyst is CN(C=O)C.[NH4+].[Cl-]. The product is [CH3:40][C:17]1([CH3:39])[S:18](=[O:38])(=[O:37])[C:19]2([CH3:33])[CH2:34][CH2:35][O:36][C:24]3[CH:25]=[CH:26][C:27]([N+:29]([O-:31])=[O:30])=[CH:28][C:23]=3[C@@:20]2([CH3:22])[N:21]=[C:16]1[N:8]([C:6]([O:5][C:1]([CH3:3])([CH3:4])[CH3:2])=[O:7])[C:9](=[O:15])[O:10][C:11]([CH3:14])([CH3:13])[CH3:12]. The yield is 0.430. (3) The reactants are [C:1]1([C:7]2[O:8][C:9]([C:38](F)(F)F)=[C:10]([C:12]([NH:14][C:15]3[CH:20]=[CH:19][C:18]([C:21]4[S:25][C:24]([CH:26]5[CH2:31][CH2:30][CH:29]([CH2:32][C:33]([O:35][CH2:36][CH3:37])=[O:34])[CH2:28][CH2:27]5)=[N:23][CH:22]=4)=[CH:17][CH:16]=3)=[O:13])[N:11]=2)[CH:6]=[CH:5][CH:4]=[CH:3][CH:2]=1.NC1C=CC(C2SC(C3CCC(CC(OCC)=O)CC3)=NC=2)=CC=1.CC1OC(C2C=CC=CC=2)=NC=1C(O)=O. No catalyst specified. The product is [CH3:38][C:9]1[O:8][C:7]([C:1]2[CH:2]=[CH:3][CH:4]=[CH:5][CH:6]=2)=[N:11][C:10]=1[C:12]([NH:14][C:15]1[CH:20]=[CH:19][C:18]([C:21]2[S:25][C:24]([CH:26]3[CH2:31][CH2:30][CH:29]([CH2:32][C:33]([O:35][CH2:36][CH3:37])=[O:34])[CH2:28][CH2:27]3)=[N:23][CH:22]=2)=[CH:17][CH:16]=1)=[O:13]. The yield is 0.880.